This data is from NCI-60 drug combinations with 297,098 pairs across 59 cell lines. The task is: Regression. Given two drug SMILES strings and cell line genomic features, predict the synergy score measuring deviation from expected non-interaction effect. (1) Drug 1: C1=NC2=C(N=C(N=C2N1C3C(C(C(O3)CO)O)O)F)N. Drug 2: CC1=C(C=C(C=C1)C(=O)NC2=CC(=CC(=C2)C(F)(F)F)N3C=C(N=C3)C)NC4=NC=CC(=N4)C5=CN=CC=C5. Cell line: OVCAR-4. Synergy scores: CSS=1.22, Synergy_ZIP=1.26, Synergy_Bliss=2.65, Synergy_Loewe=-3.66, Synergy_HSA=-0.988. (2) Drug 1: CCCS(=O)(=O)NC1=C(C(=C(C=C1)F)C(=O)C2=CNC3=C2C=C(C=N3)C4=CC=C(C=C4)Cl)F. Drug 2: CN1C2=C(C=C(C=C2)N(CCCl)CCCl)N=C1CCCC(=O)O.Cl. Cell line: UO-31. Synergy scores: CSS=27.9, Synergy_ZIP=3.57, Synergy_Bliss=12.7, Synergy_Loewe=14.1, Synergy_HSA=14.2. (3) Drug 1: C(=O)(N)NO. Drug 2: C(CCl)NC(=O)N(CCCl)N=O. Cell line: NCI/ADR-RES. Synergy scores: CSS=2.25, Synergy_ZIP=3.53, Synergy_Bliss=11.4, Synergy_Loewe=1.96, Synergy_HSA=3.75. (4) Drug 1: CC1C(C(CC(O1)OC2CC(OC(C2O)C)OC3=CC4=CC5=C(C(=O)C(C(C5)C(C(=O)C(C(C)O)O)OC)OC6CC(C(C(O6)C)O)OC7CC(C(C(O7)C)O)OC8CC(C(C(O8)C)O)(C)O)C(=C4C(=C3C)O)O)O)O. Drug 2: C(CC(=O)O)C(=O)CN.Cl. Cell line: UACC-257. Synergy scores: CSS=17.8, Synergy_ZIP=-2.33, Synergy_Bliss=-3.67, Synergy_Loewe=-3.68, Synergy_HSA=-2.28. (5) Drug 1: C1CC(C1)(C(=O)O)C(=O)O.[NH2-].[NH2-].[Pt+2]. Drug 2: CC1=C(C(=CC=C1)Cl)NC(=O)C2=CN=C(S2)NC3=CC(=NC(=N3)C)N4CCN(CC4)CCO. Cell line: DU-145. Synergy scores: CSS=16.3, Synergy_ZIP=-1.68, Synergy_Bliss=6.86, Synergy_Loewe=-1.48, Synergy_HSA=-1.61. (6) Drug 1: C1CN(P(=O)(OC1)NCCCl)CCCl. Drug 2: CC1C(C(CC(O1)OC2CC(CC3=C2C(=C4C(=C3O)C(=O)C5=C(C4=O)C(=CC=C5)OC)O)(C(=O)CO)O)N)O.Cl. Cell line: HCT-15. Synergy scores: CSS=26.6, Synergy_ZIP=-5.17, Synergy_Bliss=-1.08, Synergy_Loewe=-16.5, Synergy_HSA=0.692. (7) Drug 1: C#CCC(CC1=CN=C2C(=N1)C(=NC(=N2)N)N)C3=CC=C(C=C3)C(=O)NC(CCC(=O)O)C(=O)O. Drug 2: C(CCl)NC(=O)N(CCCl)N=O. Cell line: CAKI-1. Synergy scores: CSS=4.17, Synergy_ZIP=-3.68, Synergy_Bliss=-5.73, Synergy_Loewe=-4.25, Synergy_HSA=-4.22.